This data is from Forward reaction prediction with 1.9M reactions from USPTO patents (1976-2016). The task is: Predict the product of the given reaction. Given the reactants [F:1][C:2]1[CH:11]=[C:10]([N+:12]([O-:14])=[O:13])[C:9]([F:15])=[CH:8][C:3]=1[C:4](OC)=[O:5].CC(C[AlH]CC(C)C)C, predict the reaction product. The product is: [F:1][C:2]1[CH:11]=[C:10]([N+:12]([O-:14])=[O:13])[C:9]([F:15])=[CH:8][C:3]=1[CH2:4][OH:5].